From a dataset of Reaction yield outcomes from USPTO patents with 853,638 reactions. Predict the reaction yield, written as a fraction of the theoretical maximum amount of product (1.0 means a 100% yield; for example, 0.34 means a 34% yield). (1) The reactants are [O:1]=[C:2]1[N:7]([C:8]2[S:9][CH:10]=[CH:11][N:12]=2)[CH:6]=[C:5]([C:13]([O:15]C)=[O:14])[CH:4]=[CH:3]1.[OH-].[Li+].[CH3:19]O. The catalyst is O. The product is [CH3:19][C:6]1[N:7]([C:8]2[S:9][CH:10]=[CH:11][N:12]=2)[C:2](=[O:1])[CH:3]=[CH:4][C:5]=1[C:13]([OH:15])=[O:14]. The yield is 0.730. (2) The reactants are [CH3:1][C:2]1[CH:3]=[C:4]([CH:9]=[CH:10][C:11]=1[N+:12]([O-:14])=[O:13])[C:5]([NH:7][NH2:8])=[O:6].CCN=C=NCCCN(C)C.Cl.C(N(CC)CC)C.[C:34]([NH:37][CH2:38][C:39](O)=[O:40])(=[O:36])[CH3:35].[OH-].[Na+]. The catalyst is C(Cl)Cl.O. The product is [CH3:1][C:2]1[CH:3]=[C:4]([CH:9]=[CH:10][C:11]=1[N+:12]([O-:14])=[O:13])[C:5]([NH:7][NH:8][C:39](=[O:40])[CH2:38][NH:37][C:34](=[O:36])[CH3:35])=[O:6]. The yield is 0.420. (3) The reactants are [C:1]1(B(O)O)[CH2:6][CH2:5][CH2:4][CH2:3][CH:2]=1.[NH2:10][C:11]1[CH:16]=[CH:15][C:14]([S:17]([NH:20][C:21]([CH3:24])([CH3:23])[CH3:22])(=[O:19])=[O:18])=[CH:13][C:12]=1Br. No catalyst specified. The product is [NH2:10][C:11]1[CH:16]=[CH:15][C:14]([S:17]([NH:20][C:21]([CH3:24])([CH3:23])[CH3:22])(=[O:19])=[O:18])=[CH:13][C:12]=1[C:1]1[CH2:6][CH2:5][CH2:4][CH2:3][CH:2]=1. The yield is 0.700.